Dataset: Reaction yield outcomes from USPTO patents with 853,638 reactions. Task: Predict the reaction yield, written as a fraction of the theoretical maximum amount of product (1.0 means a 100% yield; for example, 0.34 means a 34% yield). The reactants are C[O:2][C:3]([C:5]1([C:8]2[CH:9]=[CH:10][C:11]3[O:15][CH2:14][C:13]([CH3:17])([CH3:16])[C:12]=3[CH:18]=2)[CH2:7][CH2:6]1)=[O:4].[Li+].[OH-].Cl. The catalyst is CO. The product is [CH3:16][C:13]1([CH3:17])[C:12]2[CH:18]=[C:8]([C:5]3([C:3]([OH:4])=[O:2])[CH2:6][CH2:7]3)[CH:9]=[CH:10][C:11]=2[O:15][CH2:14]1. The yield is 0.410.